Dataset: Full USPTO retrosynthesis dataset with 1.9M reactions from patents (1976-2016). Task: Predict the reactants needed to synthesize the given product. (1) The reactants are: [CH2:1]([Li])[CH2:2][CH2:3]C.C(NC(C)C)(C)C.[CH3:13][N:14]1[C:22]2[C:17](=[CH:18][CH:19]=[CH:20][CH:21]=2)[C:16]([CH2:23][C:24]([OH:26])=[O:25])=[CH:15]1.C(I)CC. Given the product [CH3:13][N:14]1[C:22]2[C:17](=[CH:18][CH:19]=[CH:20][CH:21]=2)[C:16]([CH:23]([CH2:1][CH2:2][CH3:3])[C:24]([OH:26])=[O:25])=[CH:15]1, predict the reactants needed to synthesize it. (2) Given the product [CH2:32]([NH:31][S:28]([CH2:27][CH2:26][NH:25][C:21]1[N:20]=[CH:19][N:18]=[C:17]2[C:22]=1[N:23]=[CH:24][N:16]2[C@H:6]1[C@H:5]([OH:4])[C@H:9]([OH:10])[C@@H:8]([C:14]#[CH:15])[O:7]1)(=[O:29])=[O:30])[CH3:33], predict the reactants needed to synthesize it. The reactants are: C([O:4][C@@H:5]1[C@H:9]([O:10]C(=O)C)[C@@H:8]([C:14]#[CH:15])[O:7][C@H:6]1[N:16]1[CH:24]=[N:23][C:22]2[C:17]1=[N:18][CH:19]=[N:20][C:21]=2[NH:25][CH2:26][CH2:27][S:28]([NH:31][CH2:32][CH3:33])(=[O:30])=[O:29])(=O)C.C(N)(C)(C)C. (3) The reactants are: [C:1]1([C:7]([C:9]2[N:10]=[C:11]([O:25][CH2:26][CH2:27][CH3:28])[C:12]3[N:17]=[C:16]([C:18]4[CH:23]=[CH:22][CH:21]=[C:20]([CH3:24])[CH:19]=4)[O:15][C:13]=3[N:14]=2)=[CH2:8])[CH:6]=[CH:5][CH:4]=[CH:3][CH:2]=1. Given the product [C:1]1([CH:7]([C:9]2[N:10]=[C:11]([O:25][CH2:26][CH2:27][CH3:28])[C:12]3[N:17]=[C:16]([C:18]4[CH:23]=[CH:22][CH:21]=[C:20]([CH3:24])[CH:19]=4)[O:15][C:13]=3[N:14]=2)[CH3:8])[CH:2]=[CH:3][CH:4]=[CH:5][CH:6]=1, predict the reactants needed to synthesize it. (4) Given the product [F:21][CH:2]([F:1])[O:3][C:4]1[CH:9]=[CH:8][C:7]([NH:10][C:11]2[C:12]3[CH2:20][CH2:19][N:18]([C:23]4[C:28]([S:29]([CH3:32])(=[O:31])=[O:30])=[CH:27][CH:26]=[CH:25][N:24]=4)[CH2:17][C:13]=3[N:14]=[CH:15][N:16]=2)=[CH:6][CH:5]=1, predict the reactants needed to synthesize it. The reactants are: [F:1][CH:2]([F:21])[O:3][C:4]1[CH:9]=[CH:8][C:7]([NH:10][C:11]2[C:12]3[CH2:20][CH2:19][NH:18][CH2:17][C:13]=3[N:14]=[CH:15][N:16]=2)=[CH:6][CH:5]=1.Cl[C:23]1[C:28]([S:29]([CH3:32])(=[O:31])=[O:30])=[CH:27][CH:26]=[CH:25][N:24]=1.C(N(CC)C(C)C)(C)C. (5) The reactants are: [F:1][C:2]1[CH:23]=[CH:22][C:5]([CH2:6][NH:7][C:8]([C:10]2[S:14][C:13]([N:15]3[CH2:19][CH2:18][CH2:17][C:16]3=[O:20])=[N:12][C:11]=2[CH3:21])=[O:9])=[CH:4][CH:3]=1.C[Si]([N-][Si](C)(C)C)(C)C.[Li+].[Br:34]N1C(=O)CCC1=O. Given the product [Br:34][CH:17]1[CH2:18][CH2:19][N:15]([C:13]2[S:14][C:10]([C:8]([NH:7][CH2:6][C:5]3[CH:22]=[CH:23][C:2]([F:1])=[CH:3][CH:4]=3)=[O:9])=[C:11]([CH3:21])[N:12]=2)[C:16]1=[O:20], predict the reactants needed to synthesize it. (6) Given the product [Cl:39][C:40]1[CH:41]=[C:42]([NH:54][C:55]2[C:64]3[C:59](=[CH:60][CH:61]=[C:62]([O:65][CH:66]4[CH2:67][CH2:68][N:69]([C:34](=[O:38])[CH2:35][OH:36])[CH2:70][CH2:71]4)[CH:63]=3)[N:58]=[CH:57][N:56]=2)[CH:43]=[CH:44][C:45]=1[O:46][CH2:47][C:48]1[CH:53]=[CH:52][CH:51]=[CH:50][N:49]=1, predict the reactants needed to synthesize it. The reactants are: CN(C(ON1N=NC2C=CC=NC1=2)=[N+](C)C)C.F[P-](F)(F)(F)(F)F.C(N(CC)C(C)C)(C)C.[C:34]([OH:38])(=O)[CH2:35][OH:36].[Cl:39][C:40]1[CH:41]=[C:42]([NH:54][C:55]2[C:64]3[C:59](=[CH:60][CH:61]=[C:62]([O:65][CH:66]4[CH2:71][CH2:70][NH:69][CH2:68][CH2:67]4)[CH:63]=3)[N:58]=[CH:57][N:56]=2)[CH:43]=[CH:44][C:45]=1[O:46][CH2:47][C:48]1[CH:53]=[CH:52][CH:51]=[CH:50][N:49]=1.